Task: Predict the reactants needed to synthesize the given product.. Dataset: Full USPTO retrosynthesis dataset with 1.9M reactions from patents (1976-2016) (1) Given the product [Br:15][CH:3]1[CH2:4][CH2:5][CH2:6][CH2:7][C:2]1([CH3:1])[OH:16], predict the reactants needed to synthesize it. The reactants are: [CH3:1][C:2]1[CH2:7][CH2:6][CH2:5][CH2:4][CH:3]=1.C1C(=O)N([Br:15])C(=O)C1.[OH2:16]. (2) Given the product [CH2:24]([N:18]1[CH2:17][CH2:14][C:9]([NH:8][C:6]([O:5][C:1]([CH3:2])([CH3:4])[CH3:3])=[O:7])([C:10]([O:12][CH3:13])=[O:11])[CH2:19]1)[C:25]1[CH:26]=[CH:27][CH:28]=[CH:29][CH:30]=1, predict the reactants needed to synthesize it. The reactants are: [C:1]([O:5][C:6]([NH:8][C:9](=[CH2:14])[C:10]([O:12][CH3:13])=[O:11])=[O:7])([CH3:4])([CH3:3])[CH3:2].CO[CH2:17][N:18]([CH2:24][C:25]1[CH:30]=[CH:29][CH:28]=[CH:27][CH:26]=1)[CH2:19][Si](C)(C)C.C(O)(C(F)(F)F)=O. (3) Given the product [CH:12]1[O:11][CH:15]=[CH:16][C:17]2[C:13]=1[CH:14]=[CH:19][C:18]=2[CH2:20][C:21]1[CH:22]=[CH:23][S:30][C:39]=1[CH2:40][NH2:29], predict the reactants needed to synthesize it. The reactants are: [H-].[Al+3].[Li+].[H-].[H-].[H-].[Cl-].[Al+3].[Cl-].[Cl-].[O:11]1[C:15]2[CH:16]=[CH:17][C:18]([CH:20](O)[C:21]3SC(C#N)=[CH:23][CH:22]=3)=[CH:19][C:14]=2[CH:13]=[CH:12]1.[NH3:29].[S:30]([O-])([O-])(=O)=O.[Mg+2].O1[CH2:40][CH2:39]CC1. (4) Given the product [Cl:1][C:2]1[C:7]([S:8]([CH3:11])(=[O:9])=[O:10])=[CH:6][C:5]([C:12]2[N:13]([C:33]([N:50]3[CH2:49][CH2:48][N:47]([CH2:46][CH2:45][CH2:44][S:41]([CH3:40])(=[O:42])=[O:43])[CH2:52][CH2:51]3)=[O:34])[C@@:14]([C:26]3[CH:31]=[CH:30][C:29]([Cl:32])=[CH:28][CH:27]=3)([CH3:25])[C@@:15]([C:18]3[CH:19]=[CH:20][C:21]([Cl:24])=[CH:22][CH:23]=3)([CH3:17])[N:16]=2)=[C:4]([O:36][CH2:37][CH3:38])[CH:3]=1, predict the reactants needed to synthesize it. The reactants are: [Cl:1][C:2]1[C:7]([S:8]([CH3:11])(=[O:10])=[O:9])=[CH:6][C:5]([C:12]2[N:13]([C:33](Cl)=[O:34])[C:14]([C:26]3[CH:31]=[CH:30][C:29]([Cl:32])=[CH:28][CH:27]=3)([CH3:25])[C:15]([C:18]3[CH:23]=[CH:22][C:21]([Cl:24])=[CH:20][CH:19]=3)([CH3:17])[N:16]=2)=[C:4]([O:36][CH2:37][CH3:38])[CH:3]=1.Cl.[CH3:40][S:41]([CH2:44][CH2:45][CH2:46][N:47]1[CH2:52][CH2:51][NH:50][CH2:49][CH2:48]1)(=[O:43])=[O:42]. (5) Given the product [Cl:8][S:9]([C:12]1[CH:13]=[C:14]([CH:25]=[C:26]([F:28])[CH:27]=1)[C:15]([OH:17])=[O:16])(=[O:10])=[O:11], predict the reactants needed to synthesize it. The reactants are: FC(F)(F)C(O)=O.[Cl:8][S:9]([C:12]1[CH:13]=[C:14]([CH:25]=[C:26]([F:28])[CH:27]=1)[C:15]([O:17]CC1C=CC=CC=1)=[O:16])(=[O:11])=[O:10]. (6) Given the product [Cl:31][C:32]1[CH:37]=[C:36]([C:38]2([C:40]([F:43])([F:42])[F:41])[O:1][N:2]=[C:3]([C:4]3[N:9]=[C:8]4[CH2:10][O:11][C:12]5([CH2:15][N:14]([C:16]([O:18][C:19]([CH3:22])([CH3:21])[CH3:20])=[O:17])[CH2:13]5)[C:7]4=[CH:6][CH:5]=3)[CH2:39]2)[CH:35]=[C:34]([Cl:44])[C:33]=1[F:45], predict the reactants needed to synthesize it. The reactants are: [OH:1][N:2]=[CH:3][C:4]1[N:9]=[C:8]2[CH2:10][O:11][C:12]3([CH2:15][N:14]([C:16]([O:18][C:19]([CH3:22])([CH3:21])[CH3:20])=[O:17])[CH2:13]3)[C:7]2=[CH:6][CH:5]=1.C1C(=O)N(Cl)C(=O)C1.[Cl:31][C:32]1[CH:37]=[C:36]([C:38]([C:40]([F:43])([F:42])[F:41])=[CH2:39])[CH:35]=[C:34]([Cl:44])[C:33]=1[F:45].